From a dataset of CYP3A4 inhibition data for predicting drug metabolism from PubChem BioAssay. Regression/Classification. Given a drug SMILES string, predict its absorption, distribution, metabolism, or excretion properties. Task type varies by dataset: regression for continuous measurements (e.g., permeability, clearance, half-life) or binary classification for categorical outcomes (e.g., BBB penetration, CYP inhibition). Dataset: cyp3a4_veith. (1) The result is 1 (inhibitor). The drug is C[C@H](NC(=O)/C(C#N)=C/c1ccc(O)c(O)c1)c1ccccc1. (2) The drug is COc1cccc2cc(NC(=O)C3CCCCC3)c(=O)oc12. The result is 0 (non-inhibitor). (3) The compound is Cc1nn(C(C)C(=O)Nc2sc3c(c2C#N)CCCC3)c(C)c1[N+](=O)[O-]. The result is 1 (inhibitor).